Dataset: CYP3A4 inhibition data for predicting drug metabolism from PubChem BioAssay. Task: Regression/Classification. Given a drug SMILES string, predict its absorption, distribution, metabolism, or excretion properties. Task type varies by dataset: regression for continuous measurements (e.g., permeability, clearance, half-life) or binary classification for categorical outcomes (e.g., BBB penetration, CYP inhibition). Dataset: cyp3a4_veith. (1) The compound is COc1ccc(Nc2ncc(C(=O)N3CCN(c4ccc(F)cc4)CC3)c3ccccc23)cc1. The result is 0 (non-inhibitor). (2) The molecule is CN(C)C(=O)c1ccc(-c2ccc3ncnc(NCc4cccs4)c3c2)cc1. The result is 1 (inhibitor). (3) The drug is O=C(c1cccc(F)c1)N1CCC2(CCCN(C(c3ccccc3)c3ccccc3)C2)CC1. The result is 0 (non-inhibitor).